This data is from Forward reaction prediction with 1.9M reactions from USPTO patents (1976-2016). The task is: Predict the product of the given reaction. Given the reactants [F:1][C:2]([F:20])([F:19])[C:3]1[CH:8]=[CH:7][C:6]([CH:9]2[C:14]3=[N:15][CH:16]=[CH:17][N:18]=[C:13]3[CH2:12][CH2:11][NH:10]2)=[CH:5][CH:4]=1.[F:21][C:22]1[CH:27]=[CH:26][C:25]([N:28]=[C:29]=[O:30])=[CH:24][CH:23]=1, predict the reaction product. The product is: [F:21][C:22]1[CH:27]=[CH:26][C:25]([NH:28][C:29]([N:10]2[CH2:11][CH2:12][C:13]3[C:14](=[N:15][CH:16]=[CH:17][N:18]=3)[CH:9]2[C:6]2[CH:7]=[CH:8][C:3]([C:2]([F:1])([F:19])[F:20])=[CH:4][CH:5]=2)=[O:30])=[CH:24][CH:23]=1.